Dataset: Catalyst prediction with 721,799 reactions and 888 catalyst types from USPTO. Task: Predict which catalyst facilitates the given reaction. (1) The catalyst class is: 67. Reactant: [CH2:1]([O:3][C:4]([C:6]1[C:7](=[O:27])[N:8](CC2C=CC(OC)=CC=2)[C:9]2[C:14]([C:15]=1[Cl:16])=[CH:13][C:12]([Cl:17])=[CH:11][N:10]=2)=[O:5])[CH3:2]. Product: [CH2:1]([O:3][C:4]([C:6]1[C:7](=[O:27])[NH:8][C:9]2[C:14]([C:15]=1[Cl:16])=[CH:13][C:12]([Cl:17])=[CH:11][N:10]=2)=[O:5])[CH3:2]. (2) Reactant: [H-].[Na+].Cl.[OH:4][NH2:5].[F:6][C:7]1[CH:8]=[C:9]2[C:13](=[CH:14][CH:15]=1)[NH:12][C:11](=[O:16])/[C:10]/2=[CH:17]\[C:18]1[NH:22][C:21]([CH3:23])=[C:20]([C:24]([NH:26][CH2:27][CH2:28][CH2:29][C:30]([O:32]C)=O)=[O:25])[C:19]=1[CH3:34]. Product: [OH:4][NH:5][C:30]([CH2:29][CH2:28][CH2:27][NH:26][C:24]([C:20]1[C:19]([CH3:34])=[C:18](/[CH:17]=[C:10]2\[C:11](=[O:16])[NH:12][C:13]3[C:9]\2=[CH:8][C:7]([F:6])=[CH:15][CH:14]=3)[NH:22][C:21]=1[CH3:23])=[O:25])=[O:32]. The catalyst class is: 623. (3) The catalyst class is: 3. Reactant: [H-].[Na+].[C:3]([O:7][C:8]([N:10]1[CH2:20][CH2:19][C:13]2([O:17][C:16](=[O:18])[NH:15][CH2:14]2)[CH2:12][CH2:11]1)=[O:9])([CH3:6])([CH3:5])[CH3:4].Br[CH2:22][C:23]1[CH:32]=[CH:31][C:30]2[C:25](=[CH:26][CH:27]=[CH:28][CH:29]=2)[C:24]=1O.O. Product: [C:3]([O:7][C:8]([N:10]1[CH2:11][CH2:12][C:13]2([O:17][C:16](=[O:18])[N:15]([CH2:22][C:23]3[CH:32]=[CH:31][C:30]4[C:25](=[CH:26][CH:27]=[CH:28][CH:29]=4)[CH:24]=3)[CH2:14]2)[CH2:19][CH2:20]1)=[O:9])([CH3:6])([CH3:4])[CH3:5].